Predict the product of the given reaction. From a dataset of Forward reaction prediction with 1.9M reactions from USPTO patents (1976-2016). (1) Given the reactants [NH2:1][C:2]1[CH:7]=[C:6]([Cl:8])[NH:5][C:4](=[O:9])[CH:3]=1.[F:10][C:11]([F:30])([F:29])[S:12](N(C1C=CC=CC=1)[S:12]([C:11]([F:30])([F:29])[F:10])(=[O:14])=[O:13])(=[O:14])=[O:13], predict the reaction product. The product is: [F:10][C:11]([F:30])([F:29])[S:12]([O:9][C:4]1[CH:3]=[C:2]([NH2:1])[CH:7]=[C:6]([Cl:8])[N:5]=1)(=[O:14])=[O:13]. (2) Given the reactants C1([O:7][C:8](=O)[NH:9][C:10]2[S:14][N:13]=[C:12]([O:15][CH2:16][C:17]3[C:22]([F:23])=[CH:21][C:20]([CH3:24])=[C:19]([F:25])[C:18]=3[F:26])[C:11]=2[C:27](=[O:29])[NH2:28])C=CC=CC=1.[CH3:31][N:32]([CH3:37])[CH2:33][CH2:34][CH2:35][NH2:36], predict the reaction product. The product is: [CH3:31][N:32]([CH3:37])[CH2:33][CH2:34][CH2:35][NH:36][C:8](=[O:7])[NH:9][C:10]1[S:14][N:13]=[C:12]([O:15][CH2:16][C:17]2[C:22]([F:23])=[CH:21][C:20]([CH3:24])=[C:19]([F:25])[C:18]=2[F:26])[C:11]=1[C:27]([NH2:28])=[O:29]. (3) The product is: [F:9][CH:8]([F:10])[C:6]1[CH:5]=[CH:4][C:3]([F:11])=[C:2]([B:12]2[O:16][C:15]([CH3:18])([CH3:17])[C:14]([CH3:20])([CH3:19])[O:13]2)[CH:7]=1. Given the reactants Br[C:2]1[CH:7]=[C:6]([CH:8]([F:10])[F:9])[CH:5]=[CH:4][C:3]=1[F:11].[B:12]1([B:12]2[O:16][C:15]([CH3:18])([CH3:17])[C:14]([CH3:20])([CH3:19])[O:13]2)[O:16][C:15]([CH3:18])([CH3:17])[C:14]([CH3:20])([CH3:19])[O:13]1.C([O-])(=O)C.[K+], predict the reaction product. (4) Given the reactants [CH2:1]([NH2:4])[CH:2]=[CH2:3].[F:5][C:6]1[CH:7]=[C:8]([N:18]2[CH2:22][C@H:21]([C:23](Cl)=[O:24])[O:20][C:19]2=[O:26])[CH:9]=[CH:10][C:11]=1[N:12]1[CH2:17][CH2:16][O:15][CH2:14][CH2:13]1, predict the reaction product. The product is: [F:5][C:6]1[CH:7]=[C:8]([N:18]2[CH2:22][C@H:21]([C:23]([NH:4][CH2:1][CH:2]=[CH2:3])=[O:24])[O:20][C:19]2=[O:26])[CH:9]=[CH:10][C:11]=1[N:12]1[CH2:17][CH2:16][O:15][CH2:14][CH2:13]1. (5) Given the reactants [CH3:1][O:2][C:3]1[CH:40]=[CH:39][C:6]([CH2:7][N:8]([CH2:30][C:31]2[CH:36]=[CH:35][C:34]([O:37][CH3:38])=[CH:33][CH:32]=2)[C:9]2[N:14]=[CH:13][C:12]([C:15]3[C:16]4[CH2:29][CH2:28][NH:27][C:17]=4[N:18]=[C:19]([N:21]4[CH2:26][CH2:25][O:24][CH2:23][CH2:22]4)[N:20]=3)=[CH:11][N:10]=2)=[CH:5][CH:4]=1.[C:41]([O:45][C:46](=[O:58])[N:47]([C:55](=[O:57])[CH3:56])[C:48]1[CH:53]=[CH:52][CH:51]=[C:50](Br)[CH:49]=1)([CH3:44])([CH3:43])[CH3:42].BrC1C=C(NC(=O)C)C=CC=1.C(=O)(OC(C)(C)C)OC(C)(C)C.COC(=O)C1C=CC(Br)=CC=1, predict the reaction product. The product is: [C:41]([O:45][C:46](=[O:58])[N:47]([C:55](=[O:57])[CH3:56])[C:48]1[CH:49]=[CH:50][CH:51]=[C:52]([N:27]2[C:17]3[N:18]=[C:19]([N:21]4[CH2:26][CH2:25][O:24][CH2:23][CH2:22]4)[N:20]=[C:15]([C:12]4[CH:11]=[N:10][C:9]([N:8]([CH2:7][C:6]5[CH:5]=[CH:4][C:3]([O:2][CH3:1])=[CH:40][CH:39]=5)[CH2:30][C:31]5[CH:32]=[CH:33][C:34]([O:37][CH3:38])=[CH:35][CH:36]=5)=[N:14][CH:13]=4)[C:16]=3[CH2:29][CH2:28]2)[CH:53]=1)([CH3:44])([CH3:42])[CH3:43]. (6) Given the reactants [CH2:1]([C:3]([C:16]1[CH:29]=[CH:28][C:19]([O:20][CH2:21][C:22](=[O:27])[C:23]([CH3:26])([CH3:25])[CH3:24])=[C:18]([CH3:30])[CH:17]=1)([C:6]1[O:7][C:8]2[CH:14]=[CH:13][C:12]([OH:15])=[CH:11][C:9]=2[CH:10]=1)[CH2:4][CH3:5])[CH3:2].[CH3:31][S:32](Cl)(=[O:34])=[O:33].CCN(CC)CC, predict the reaction product. The product is: [CH3:26][C:23]([CH3:25])([CH3:24])[C:22](=[O:27])[CH2:21][O:20][C:19]1[CH:28]=[CH:29][C:16]([C:3]([C:6]2[O:7][C:8]3[CH:14]=[CH:13][C:12]([O:15][S:32]([CH3:31])(=[O:34])=[O:33])=[CH:11][C:9]=3[CH:10]=2)([CH2:4][CH3:5])[CH2:1][CH3:2])=[CH:17][C:18]=1[CH3:30].